This data is from Reaction yield outcomes from USPTO patents with 853,638 reactions. The task is: Predict the reaction yield, written as a fraction of the theoretical maximum amount of product (1.0 means a 100% yield; for example, 0.34 means a 34% yield). (1) The yield is 0.740. The product is [NH2:1][CH2:2][CH2:3][CH2:4][N:5]([CH3:10])[CH2:6][CH2:7][CH2:8][NH:9][S:37]([C:33]1[CH:34]=[CH:35][CH:36]=[C:31]([CH:22]2[C:21]3[C:26](=[C:27]([Cl:29])[CH:28]=[C:19]([Cl:18])[CH:20]=3)[CH2:25][N:24]([CH3:30])[CH2:23]2)[CH:32]=1)(=[O:39])=[O:38]. The catalyst is C(Cl)Cl. The reactants are [NH2:1][CH2:2][CH2:3][CH2:4][N:5]([CH3:10])[CH2:6][CH2:7][CH2:8][NH2:9].C(N(CC)CC)C.[Cl:18][C:19]1[CH:20]=[C:21]2[C:26](=[C:27]([Cl:29])[CH:28]=1)[CH2:25][N:24]([CH3:30])[CH2:23][CH:22]2[C:31]1[CH:32]=[C:33]([S:37](Cl)(=[O:39])=[O:38])[CH:34]=[CH:35][CH:36]=1. (2) The reactants are [N:1]([CH:4]([C:6]1[C:7]([O:20][CH2:21][CH3:22])=[C:8]([CH:14]2[CH2:18][NH:17][C:16](=[O:19])[CH2:15]2)[C:9]([F:13])=[C:10]([Cl:12])[CH:11]=1)[CH3:5])=[N+]=[N-].CP(C)C. The catalyst is O1CCCC1.O.C(Cl)Cl. The product is [NH2:1][CH:4]([C:6]1[C:7]([O:20][CH2:21][CH3:22])=[C:8]([CH:14]2[CH2:18][NH:17][C:16](=[O:19])[CH2:15]2)[C:9]([F:13])=[C:10]([Cl:12])[CH:11]=1)[CH3:5]. The yield is 0.860.